The task is: Predict which catalyst facilitates the given reaction.. This data is from Catalyst prediction with 721,799 reactions and 888 catalyst types from USPTO. (1) Product: [CH3:13][N:14]1[C:19](=[O:20])[C:18]2[C:21]([S:46][C:44]3[CH:45]=[CH:40][CH:41]=[CH:42][N:43]=3)=[C:22]([CH2:24][C:25]3[C:34]4[C:29](=[CH:30][CH:31]=[CH:32][CH:33]=4)[CH:28]=[CH:27][CH:26]=3)[S:23][C:17]=2[N:16]([CH2:35][CH:36]([CH3:37])[CH3:38])[C:15]1=[O:39]. The catalyst class is: 7. Reactant: C([Li])CCC.C(NC(C)C)(C)C.[CH3:13][N:14]1[C:19](=[O:20])[C:18]2[CH:21]=[C:22]([CH2:24][C:25]3[C:34]4[C:29](=[CH:30][CH:31]=[CH:32][CH:33]=4)[CH:28]=[CH:27][CH:26]=3)[S:23][C:17]=2[N:16]([CH2:35][CH:36]([CH3:38])[CH3:37])[C:15]1=[O:39].[CH:40]1[CH:45]=[C:44]([S:46][S:46][C:44]2[N:43]=[CH:42][CH:41]=[CH:40][CH:45]=2)[N:43]=[CH:42][CH:41]=1.C(=O)(O)[O-].[Na+]. (2) Reactant: Br[C:2]1[CH:3]=[CH:4][C:5]2[O:11][CH2:10][CH2:9][N:8]3[CH:12]=[CH:13][N:14]=[C:7]3[C:6]=2[CH:15]=1.[F:16][C:17]1[C:22](B(O)O)=[CH:21][CH:20]=[CH:19][N:18]=1.C([O-])(=O)C.[K+]. Product: [F:16][C:17]1[C:22]([C:2]2[CH:3]=[CH:4][C:5]3[O:11][CH2:10][CH2:9][N:8]4[CH:12]=[CH:13][N:14]=[C:7]4[C:6]=3[CH:15]=2)=[CH:21][CH:20]=[CH:19][N:18]=1. The catalyst class is: 339. (3) Reactant: Br[C:2]1[S:10][C:9]2[C:8]([C:11]#[N:12])=[CH:7][N:6]=[C:5]([O:13][C@H:14]3[CH2:19][CH2:18][CH2:17][N:16]([C:20]([O:22][C:23]([CH3:26])([CH3:25])[CH3:24])=[O:21])[CH2:15]3)[C:4]=2[CH:3]=1.[C:27]1(B(O)O)[CH:32]=[CH:31][CH:30]=[CH:29][CH:28]=1.C(=O)([O-])[O-].[Cs+].[Cs+].O1CCOCC1. Product: [C:11]([C:8]1[C:9]2[S:10][C:2]([C:27]3[CH:32]=[CH:31][CH:30]=[CH:29][CH:28]=3)=[CH:3][C:4]=2[C:5]([O:13][C@H:14]2[CH2:19][CH2:18][CH2:17][N:16]([C:20]([O:22][C:23]([CH3:26])([CH3:25])[CH3:24])=[O:21])[CH2:15]2)=[N:6][CH:7]=1)#[N:12]. The catalyst class is: 257.